From a dataset of NCI-60 drug combinations with 297,098 pairs across 59 cell lines. Regression. Given two drug SMILES strings and cell line genomic features, predict the synergy score measuring deviation from expected non-interaction effect. (1) Drug 1: CC1=C(C(=CC=C1)Cl)NC(=O)C2=CN=C(S2)NC3=CC(=NC(=N3)C)N4CCN(CC4)CCO. Drug 2: CC12CCC3C(C1CCC2O)C(CC4=C3C=CC(=C4)O)CCCCCCCCCS(=O)CCCC(C(F)(F)F)(F)F. Cell line: MCF7. Synergy scores: CSS=18.7, Synergy_ZIP=-1.82, Synergy_Bliss=-3.55, Synergy_Loewe=-6.77, Synergy_HSA=-2.41. (2) Drug 1: CC=C1C(=O)NC(C(=O)OC2CC(=O)NC(C(=O)NC(CSSCCC=C2)C(=O)N1)C(C)C)C(C)C. Drug 2: CC1C(C(CC(O1)OC2CC(OC(C2O)C)OC3=CC4=CC5=C(C(=O)C(C(C5)C(C(=O)C(C(C)O)O)OC)OC6CC(C(C(O6)C)O)OC7CC(C(C(O7)C)O)OC8CC(C(C(O8)C)O)(C)O)C(=C4C(=C3C)O)O)O)O. Cell line: UACC62. Synergy scores: CSS=68.5, Synergy_ZIP=-1.13, Synergy_Bliss=-1.07, Synergy_Loewe=-2.53, Synergy_HSA=-0.919. (3) Drug 1: CNC(=O)C1=CC=CC=C1SC2=CC3=C(C=C2)C(=NN3)C=CC4=CC=CC=N4. Drug 2: C1C(C(OC1N2C=C(C(=O)NC2=O)F)CO)O. Cell line: EKVX. Synergy scores: CSS=7.84, Synergy_ZIP=-1.59, Synergy_Bliss=0.0481, Synergy_Loewe=0.999, Synergy_HSA=0.856. (4) Drug 1: CC12CCC3C(C1CCC2=O)CC(=C)C4=CC(=O)C=CC34C. Drug 2: C1CCC(CC1)NC(=O)N(CCCl)N=O. Cell line: COLO 205. Synergy scores: CSS=64.7, Synergy_ZIP=-1.02, Synergy_Bliss=2.04, Synergy_Loewe=-3.11, Synergy_HSA=1.98. (5) Drug 1: C1=CC(=CC=C1CCCC(=O)O)N(CCCl)CCCl. Drug 2: CCC1(C2=C(COC1=O)C(=O)N3CC4=CC5=C(C=CC(=C5CN(C)C)O)N=C4C3=C2)O.Cl. Cell line: HCC-2998. Synergy scores: CSS=15.6, Synergy_ZIP=-8.53, Synergy_Bliss=-7.76, Synergy_Loewe=-11.3, Synergy_HSA=-5.27. (6) Drug 1: CC(C1=C(C=CC(=C1Cl)F)Cl)OC2=C(N=CC(=C2)C3=CN(N=C3)C4CCNCC4)N. Drug 2: CC1OCC2C(O1)C(C(C(O2)OC3C4COC(=O)C4C(C5=CC6=C(C=C35)OCO6)C7=CC(=C(C(=C7)OC)O)OC)O)O. Cell line: NCI-H522. Synergy scores: CSS=32.5, Synergy_ZIP=1.53, Synergy_Bliss=2.66, Synergy_Loewe=1.25, Synergy_HSA=2.97. (7) Drug 1: CC1=C(C=C(C=C1)NC(=O)C2=CC=C(C=C2)CN3CCN(CC3)C)NC4=NC=CC(=N4)C5=CN=CC=C5. Drug 2: CC1=C(C(=CC=C1)Cl)NC(=O)C2=CN=C(S2)NC3=CC(=NC(=N3)C)N4CCN(CC4)CCO. Cell line: SK-MEL-28. Synergy scores: CSS=-9.17, Synergy_ZIP=5.25, Synergy_Bliss=1.95, Synergy_Loewe=-8.92, Synergy_HSA=-10.8. (8) Drug 1: C1CCC(C1)C(CC#N)N2C=C(C=N2)C3=C4C=CNC4=NC=N3. Drug 2: B(C(CC(C)C)NC(=O)C(CC1=CC=CC=C1)NC(=O)C2=NC=CN=C2)(O)O. Cell line: HL-60(TB). Synergy scores: CSS=12.8, Synergy_ZIP=17.0, Synergy_Bliss=17.2, Synergy_Loewe=1.96, Synergy_HSA=6.80. (9) Drug 1: CCCS(=O)(=O)NC1=C(C(=C(C=C1)F)C(=O)C2=CNC3=C2C=C(C=N3)C4=CC=C(C=C4)Cl)F. Drug 2: C1CN(CCN1C(=O)CCBr)C(=O)CCBr. Cell line: MALME-3M. Synergy scores: CSS=48.4, Synergy_ZIP=-0.00733, Synergy_Bliss=1.05, Synergy_Loewe=-16.7, Synergy_HSA=2.07. (10) Drug 1: CC1=C2C(C(=O)C3(C(CC4C(C3C(C(C2(C)C)(CC1OC(=O)C(C(C5=CC=CC=C5)NC(=O)OC(C)(C)C)O)O)OC(=O)C6=CC=CC=C6)(CO4)OC(=O)C)OC)C)OC. Drug 2: CC1C(C(=O)NC(C(=O)N2CCCC2C(=O)N(CC(=O)N(C(C(=O)O1)C(C)C)C)C)C(C)C)NC(=O)C3=C4C(=C(C=C3)C)OC5=C(C(=O)C(=C(C5=N4)C(=O)NC6C(OC(=O)C(N(C(=O)CN(C(=O)C7CCCN7C(=O)C(NC6=O)C(C)C)C)C)C(C)C)C)N)C. Cell line: HOP-62. Synergy scores: CSS=27.1, Synergy_ZIP=2.52, Synergy_Bliss=3.48, Synergy_Loewe=-4.77, Synergy_HSA=4.50.